Dataset: Reaction yield outcomes from USPTO patents with 853,638 reactions. Task: Predict the reaction yield, written as a fraction of the theoretical maximum amount of product (1.0 means a 100% yield; for example, 0.34 means a 34% yield). (1) The reactants are [H-].[Na+].[C:3]([C:6]1[CH:7]=[N:8][CH:9]=[CH:10][C:11]=1[C:12]1[CH:32]=[CH:31][C:15]([O:16][CH2:17][C@@H:18]([NH:23][C:24](=[O:30])[O:25][C:26]([CH3:29])([CH3:28])[CH3:27])[CH2:19][CH:20]([CH3:22])[CH3:21])=[CH:14][C:13]=1F)(=[O:5])[NH2:4]. The catalyst is O1CCCC1. The product is [CH3:21][CH:20]([CH3:22])[CH2:19][C@H:18]([NH:23][C:24](=[O:30])[O:25][C:26]([CH3:29])([CH3:28])[CH3:27])[CH2:17][O:16][C:15]1[CH:14]=[CH:13][C:12]2[C:11]3[C:6](=[CH:7][N:8]=[CH:9][CH:10]=3)[C:3](=[O:5])[NH:4][C:32]=2[CH:31]=1. The yield is 0.840. (2) The catalyst is C1(C)C=CC=CC=1. The yield is 0.870. The reactants are [CH2:1]([O:3][C:4]([C:6]1[N:7]=[C:8]([C@H:11]([OH:24])[CH2:12][C@@H:13]([NH:17][S@:18]([C:20]([CH3:23])([CH3:22])[CH3:21])=[O:19])[CH:14]([CH3:16])[CH3:15])[S:9][CH:10]=1)=[O:5])[CH3:2].[CH2:25]=O. The product is [CH3:2][CH2:1][O:3][C:4]([C:6]1[N:7]=[C:8]([C@@H:11]2[O:24][CH2:25][N:17]([S:18]([C:20]([CH3:21])([CH3:22])[CH3:23])=[O:19])[CH:13]([CH:14]([CH3:15])[CH3:16])[CH2:12]2)[S:9][CH:10]=1)=[O:5]. (3) The reactants are [Cl:1][C:2]1[CH:3]=[C:4](CC#N)[CH:5]=[C:6]([CH3:9])[C:7]=1[OH:8].CO[CH2:15][CH2:16][O:17]C.[OH-:19].[K+]. The catalyst is O. The product is [Cl:1][C:2]1[CH:3]=[C:4]([CH2:15][C:16]([OH:17])=[O:19])[CH:5]=[C:6]([CH3:9])[C:7]=1[OH:8]. The yield is 0.970.